Dataset: Reaction yield outcomes from USPTO patents with 853,638 reactions. Task: Predict the reaction yield, written as a fraction of the theoretical maximum amount of product (1.0 means a 100% yield; for example, 0.34 means a 34% yield). (1) The catalyst is CN(C=O)C. The reactants are [H-].[Na+].[Br:3][C:4]1[CH:12]=[C:11]2[C:7]([C:8]([CH2:13][CH3:14])=[N:9][NH:10]2)=[CH:6][CH:5]=1.[CH:15]1(Br)[CH2:19][CH2:18][CH2:17][CH2:16]1.O. The product is [Br:3][C:4]1[CH:12]=[C:11]2[C:7]([C:8]([CH2:13][CH3:14])=[N:9][N:10]2[CH:15]2[CH2:19][CH2:18][CH2:17][CH2:16]2)=[CH:6][CH:5]=1. The yield is 0.620. (2) The reactants are Br[C:2]1[CH:3]=[CH:4][C:5]([F:8])=[N:6][CH:7]=1.[Li]CCCC.[CH3:14][C:15]([CH3:17])=[O:16]. The catalyst is CCOCC. The product is [F:8][C:5]1[N:6]=[CH:7][C:2]([C:15]([OH:16])([CH3:17])[CH3:14])=[CH:3][CH:4]=1. The yield is 0.930. (3) The reactants are [CH:1]([O:4][C:5]1[C:17]([O:18][CH3:19])=[CH:16][CH:15]=[C:14]([C:20]#[C:21][CH3:22])[C:6]=1[NH:7][C:8](=O)[C:9](F)(F)F)([CH3:3])[CH3:2].[CH3:23][O:24][C:25]1[CH:26]=C(I)[CH:28]=[C:29]([O:33][CH3:34])[C:30]=1[O:31][CH3:32].C([O-])([O-])=[O:37].[K+].[K+]. No catalyst specified. The product is [CH:1]([O:4][C:5]1[C:17]([O:18][CH3:19])=[CH:16][CH:15]=[C:14]2[C:6]=1[NH:7][C:8]([CH3:9])=[C:20]2[C:21](=[O:37])[C:22]1[CH:26]=[C:25]([O:24][CH3:23])[C:30]([O:31][CH3:32])=[C:29]([O:33][CH3:34])[CH:28]=1)([CH3:3])[CH3:2]. The yield is 0.640. (4) The reactants are [Br:1][C:2]1[CH:11]=[CH:10][CH:9]=[C:8]2[C:3]=1[CH2:4][CH2:5][CH2:6][C:7]2=[O:12].[Br:13]Br. The catalyst is C(Cl)Cl.CCOCC. The product is [Br:13][CH:6]1[CH2:5][CH2:4][C:3]2[C:8](=[CH:9][CH:10]=[CH:11][C:2]=2[Br:1])[C:7]1=[O:12]. The yield is 0.794. (5) The reactants are [F:1][C:2]1[C:10]([F:11])=[CH:9][CH:8]=[C:7]2[C:3]=1[C:4]([S:15]([C:18]1[CH:23]=[C:22]([CH3:24])[CH:21]=[C:20]([CH3:25])[CH:19]=1)(=[O:17])=[O:16])=[C:5]([C:12](O)=[O:13])[NH:6]2.Cl.[NH2:27][C@H:28]([C:31]([NH2:33])=[O:32])[CH2:29][OH:30].C(N(CC)CC)C.CN(C)C=[O:44]. The catalyst is O. The product is [F:1][C:2]1[C:10]([F:11])=[CH:9][CH:8]=[C:7]2[C:3]=1[C:4]([S:15]([C:18]1[CH:19]=[C:20]([CH3:25])[CH:21]=[C:22]([CH3:24])[CH:23]=1)(=[O:17])=[O:16])=[CH:5][NH:6]2.[C:29]([C@@:28]([C:31]([NH2:33])=[O:32])([CH2:12][OH:13])[NH2:27])([OH:44])=[O:30]. The yield is 0.979. (6) The reactants are [Cl:1][C:2]1[S:6][C:5]([S:7]([NH:10][C:11]2[CH:19]=[CH:18][C:14]([C:15]([OH:17])=[O:16])=[C:13]([OH:20])[CH:12]=2)(=[O:9])=[O:8])=[CH:4][C:3]=1[C:21]1[CH:26]=[CH:25][CH:24]=[C:23]([F:27])[CH:22]=1.[CH2:28](O)[CH2:29][OH:30]. No catalyst specified. The product is [Cl:1][C:2]1[S:6][C:5]([S:7]([NH:10][C:11]2[CH:19]=[CH:18][C:14]([C:15]([O:17][CH2:28][CH2:29][OH:30])=[O:16])=[C:13]([OH:20])[CH:12]=2)(=[O:8])=[O:9])=[CH:4][C:3]=1[C:21]1[CH:26]=[CH:25][CH:24]=[C:23]([F:27])[CH:22]=1. The yield is 0.580. (7) The reactants are C([O-])(=O)C.[K+].[F:6][C:7]1[C:12](B(O)O)=[CH:11][CH:10]=[CH:9][N:8]=1.Cl[C:17]1[N:22]=[C:21]([CH3:23])[N:20]=[C:19]([N:24]([CH2:34][C:35]2[CH:40]=[CH:39][C:38]([O:41][CH3:42])=[CH:37][CH:36]=2)[CH2:25][C:26]2[CH:31]=[CH:30][C:29]([O:32][CH3:33])=[CH:28][CH:27]=2)[N:18]=1.CCO. The catalyst is C(Cl)Cl.O. The product is [F:6][C:7]1[C:12]([C:17]2[N:22]=[C:21]([CH3:23])[N:20]=[C:19]([N:24]([CH2:25][C:26]3[CH:27]=[CH:28][C:29]([O:32][CH3:33])=[CH:30][CH:31]=3)[CH2:34][C:35]3[CH:36]=[CH:37][C:38]([O:41][CH3:42])=[CH:39][CH:40]=3)[N:18]=2)=[CH:11][CH:10]=[CH:9][N:8]=1. The yield is 0.115. (8) The reactants are Cl.[CH2:2]([C:4]1[S:24][C:7]2[N:8]=[C:9]([S:18][CH2:19][C:20]([O:22][CH3:23])=[O:21])[N:10]=[C:11]([N:12]3[CH2:17][CH2:16][NH:15][CH2:14][CH2:13]3)[C:6]=2[CH:5]=1)[CH3:3].C(N(C(C)C)CC)(C)C.[F:34][C:35]([F:46])([F:45])[C:36]1[CH:44]=[CH:43][C:39]([C:40](Cl)=[O:41])=[CH:38][CH:37]=1. The catalyst is CN(C=O)C. The product is [CH2:2]([C:4]1[S:24][C:7]2[N:8]=[C:9]([S:18][CH2:19][C:20]([O:22][CH3:23])=[O:21])[N:10]=[C:11]([N:12]3[CH2:17][CH2:16][N:15]([C:40](=[O:41])[C:39]4[CH:43]=[CH:44][C:36]([C:35]([F:34])([F:45])[F:46])=[CH:37][CH:38]=4)[CH2:14][CH2:13]3)[C:6]=2[CH:5]=1)[CH3:3]. The yield is 0.620.